From a dataset of Full USPTO retrosynthesis dataset with 1.9M reactions from patents (1976-2016). Predict the reactants needed to synthesize the given product. (1) Given the product [F:1][C:2]1[CH:3]=[C:4]([N:11]2[CH2:16][CH2:15][CH:14]([N:17]3[CH2:21][CH2:20][CH2:19][C@@H:18]3[CH3:22])[CH2:13][CH2:12]2)[CH:5]=[CH:6][C:7]=1[NH2:8], predict the reactants needed to synthesize it. The reactants are: [F:1][C:2]1[CH:3]=[C:4]([N:11]2[CH2:16][CH2:15][CH:14]([N:17]3[CH2:21][CH2:20][CH2:19][C@@H:18]3[CH3:22])[CH2:13][CH2:12]2)[CH:5]=[CH:6][C:7]=1[N+:8]([O-])=O. (2) Given the product [CH3:1][C:2]([S:21]([CH3:24])(=[O:23])=[O:22])([CH2:6][CH2:7][C:8]1[CH:9]=[CH:10][C:11]([O:14][C:15]2[CH:20]=[CH:19][CH:18]=[CH:17][CH:16]=2)=[CH:12][CH:13]=1)[C:3]([NH:50][O:49][CH:44]1[CH2:45][CH2:46][CH2:47][CH2:48][O:43]1)=[O:4], predict the reactants needed to synthesize it. The reactants are: [CH3:1][C:2]([S:21]([CH3:24])(=[O:23])=[O:22])([CH2:6][CH2:7][C:8]1[CH:13]=[CH:12][C:11]([O:14][C:15]2[CH:20]=[CH:19][CH:18]=[CH:17][CH:16]=2)=[CH:10][CH:9]=1)[C:3](O)=[O:4].O.ON1C2C=CC=CC=2N=N1.C(N(CC)CC)C.[O:43]1[CH2:48][CH2:47][CH2:46][CH2:45][CH:44]1[O:49][NH2:50]. (3) Given the product [C:1]([NH:5][C:6](=[O:35])[C:7]1[CH:12]=[CH:11][CH:10]=[C:9]([O:13][C:14]2[CH:19]=[CH:18][C:17]([NH:20][C:21]3[C:31]4[CH:30]=[C:29]([CH2:32][NH:39][CH:36]5[CH2:38][CH2:37]5)[CH2:28][CH2:27][NH:26][C:25]=4[N:24]=[CH:23][N:22]=3)=[CH:16][C:15]=2[Cl:34])[CH:8]=1)([CH3:2])([CH3:3])[CH3:4], predict the reactants needed to synthesize it. The reactants are: [C:1]([NH:5][C:6](=[O:35])[C:7]1[CH:12]=[CH:11][CH:10]=[C:9]([O:13][C:14]2[CH:19]=[CH:18][C:17]([NH:20][C:21]3[C:31]4[CH:30]=[C:29]([CH:32]=O)[CH2:28][CH2:27][NH:26][C:25]=4[N:24]=[CH:23][N:22]=3)=[CH:16][C:15]=2[Cl:34])[CH:8]=1)([CH3:4])([CH3:3])[CH3:2].[CH:36]1([NH2:39])[CH2:38][CH2:37]1.C(O[BH-](OC(=O)C)OC(=O)C)(=O)C.[Na+]. (4) Given the product [CH2:1]([O:8][CH2:9][CH2:10][C:11]1[N:15]([CH3:16])[N:14]=[C:13]([NH2:17])[CH:12]=1)[C:2]1[CH:3]=[CH:4][CH:5]=[CH:6][CH:7]=1, predict the reactants needed to synthesize it. The reactants are: [CH2:1]([O:8][CH2:9][CH2:10][C:11]1[N:15]([CH3:16])[N:14]=[C:13]([N:17]2C(C)=CC=C2C)[CH:12]=1)[C:2]1[CH:7]=[CH:6][CH:5]=[CH:4][CH:3]=1.NO.O.C1(C)C=CC(S(O)(=O)=O)=CC=1. (5) Given the product [N+:1]([C:4]1[CH:14]=[CH:13][CH:12]=[C:11]2[C:5]=1[CH:6]=[CH:7][NH:15][C:9]2=[O:8])([O-:3])=[O:2], predict the reactants needed to synthesize it. The reactants are: [N+:1]([C:4]1[CH:14]=[CH:13][CH:12]=[C:11]2[C:5]=1[CH:6]=[CH:7][O:8][C:9]2=O)([O-:3])=[O:2].[NH3:15]. (6) The reactants are: [C:1]([N:5]1[C:9]([C:10]2[CH:15]=[CH:14][C:13]([CH3:16])=[CH:12][CH:11]=2)=[CH:8][C:7]([CH2:17][CH2:18][CH:19]=O)=[N:6]1)([CH3:4])([CH3:3])[CH3:2].[F:21][C:22]1[CH:27]=[CH:26][CH:25]=[CH:24][C:23]=1[N:28]1[CH2:33][CH2:32][NH:31][CH2:30][CH2:29]1.CCN(C(C)C)C(C)C.[BH-](OC(C)=O)(OC(C)=O)OC(C)=O.[Na+]. Given the product [C:1]([N:5]1[C:9]([C:10]2[CH:15]=[CH:14][C:13]([CH3:16])=[CH:12][CH:11]=2)=[CH:8][C:7]([CH2:17][CH2:18][CH2:19][N:31]2[CH2:30][CH2:29][N:28]([C:23]3[CH:24]=[CH:25][CH:26]=[CH:27][C:22]=3[F:21])[CH2:33][CH2:32]2)=[N:6]1)([CH3:4])([CH3:3])[CH3:2], predict the reactants needed to synthesize it. (7) Given the product [C:30](/[C:29](=[C:19]1/[C:20]2[CH:27]=[CH:26][C:25]([F:28])=[CH:24][C:21]=2[O:22][CH2:23][C:17]2[CH:16]=[C:15]([CH2:14][C:8]3[N:5]4[CH:6]=[CH:7][C:2]([C:65]([OH:67])=[O:66])=[CH:3][C:4]4=[N:10][C:9]=3[CH:11]3[CH2:13][CH2:12]3)[CH:34]=[CH:33][C:18]/1=2)/[CH3:32])#[N:31], predict the reactants needed to synthesize it. The reactants are: Br[C:2]1[CH:7]=[CH:6][N:5]2[C:8]([CH2:14][C:15]3[CH:34]=[CH:33][C:18]4/[C:19](=[C:29](/[CH3:32])\[C:30]#[N:31])/[C:20]5[CH:27]=[CH:26][C:25]([F:28])=[CH:24][C:21]=5[O:22][CH2:23][C:17]=4[CH:16]=3)=[C:9]([CH:11]3[CH2:13][CH2:12]3)[N:10]=[C:4]2[CH:3]=1.O.C1(P(C2C=CC=CC=2)CCCP(C2C=CC=CC=2)C2C=CC=CC=2)C=CC=CC=1.[C:65](=O)([O-:67])[O-:66].[K+].[K+]. (8) Given the product [CH3:1][CH2:2][O:3][C:4]([C@@H:6]([NH:15][C@H:16]([C:18]([N:20]1[C@H:27]([C:28]([OH:30])=[O:29])[CH2:26][C@H:25]2[C@@H:21]1[CH2:22][CH2:23][CH2:24]2)=[O:19])[CH3:17])[CH2:7][CH2:8][C:9]1[CH:14]=[CH:13][CH:12]=[CH:11][CH:10]=1)=[O:5].[NH2:31][C@H:32]([C:40]([OH:42])=[O:41])[CH2:33][CH2:34][CH2:35][NH:36][C:37](=[NH:38])[NH2:39], predict the reactants needed to synthesize it. The reactants are: [CH3:1][CH2:2][O:3][C:4]([C@@H:6]([NH:15][C@H:16]([C:18]([N:20]1[C@H:27]([C:28]([OH:30])=[O:29])[CH2:26][C@H:25]2[C@@H:21]1[CH2:22][CH2:23][CH2:24]2)=[O:19])[CH3:17])[CH2:7][CH2:8][C:9]1[CH:10]=[CH:11][CH:12]=[CH:13][CH:14]=1)=[O:5].[NH2:31][C@H:32]([C:40]([OH:42])=[O:41])[CH2:33][CH2:34][CH2:35][NH:36][C:37](=[NH:39])[NH2:38]. (9) Given the product [F:1][CH2:2][CH2:3][CH2:4][S:5]([O:28][C:25]1[CH:24]=[CH:23][C:22]([C:21]2[N:17]([C:11]3[CH:12]=[CH:13][C:14]([Cl:16])=[CH:15][C:10]=3[Cl:9])[N:18]=[C:19]([C:30]([NH:32][N:33]3[CH2:34][CH2:35][CH2:36][CH2:37][CH2:38]3)=[O:31])[C:20]=2[CH3:29])=[CH:27][CH:26]=1)(=[O:7])=[O:6], predict the reactants needed to synthesize it. The reactants are: [F:1][CH2:2][CH2:3][CH2:4][S:5](Cl)(=[O:7])=[O:6].[Cl:9][C:10]1[CH:15]=[C:14]([Cl:16])[CH:13]=[CH:12][C:11]=1[N:17]1[C:21]([C:22]2[CH:27]=[CH:26][C:25]([OH:28])=[CH:24][CH:23]=2)=[C:20]([CH3:29])[C:19]([C:30]([NH:32][N:33]2[CH2:38][CH2:37][CH2:36][CH2:35][CH2:34]2)=[O:31])=[N:18]1.O. (10) Given the product [CH:1]([C:4]1[CH:9]=[CH:8][CH:7]=[C:6]([CH:10]([CH3:12])[CH3:11])[C:5]=1[N:13]=[C:14]([C:16]1[CH:17]=[CH:18][C:19]2[C:20]3[CH:21]=[CH:22][CH:23]=[C:24]4[C:38]=3[C:28]([C:29]3[C:34]=2[C:33]=1[C:32]([C:35]([OH:37])=[O:36])=[CH:31][CH:30]=3)=[CH:27][CH:26]=[C:25]4[C:52]#[C:51][CH2:50][CH2:49][CH2:48][CH2:47][O:53][S:54]([C:57]1[CH:58]=[CH:59][C:60]([CH3:63])=[CH:61][CH:62]=1)(=[O:55])=[O:56])[OH:15])([CH3:3])[CH3:2], predict the reactants needed to synthesize it. The reactants are: [CH:1]([C:4]1[CH:9]=[CH:8][CH:7]=[C:6]([CH:10]([CH3:12])[CH3:11])[C:5]=1[N:13]=[C:14]([C:16]1[CH:17]=[CH:18][C:19]2[C:20]3[CH:21]=[CH:22][CH:23]=[C:24]4[C:38]=3[C:28]([C:29]3[C:34]=2[C:33]=1[C:32]([C:35]([OH:37])=[O:36])=[CH:31][CH:30]=3)=[CH:27][CH:26]=[C:25]4Br)[OH:15])([CH3:3])[CH3:2].C(N(CC)CC)C.[CH2:47]([O:53][S:54]([C:57]1[CH:62]=[CH:61][C:60]([CH3:63])=[CH:59][CH:58]=1)(=[O:56])=[O:55])[CH2:48][CH2:49][CH2:50][C:51]#[CH:52].